From a dataset of Full USPTO retrosynthesis dataset with 1.9M reactions from patents (1976-2016). Predict the reactants needed to synthesize the given product. (1) Given the product [CH3:1][C:2]([CH3:34])([CH3:33])[C:3]([C:5]1[C:6]([CH2:25][C:26]([CH3:32])([CH3:31])[C:27]([O:29][CH3:30])=[O:28])=[C:7]([C:15](=[O:24])[C:16]2[CH:21]=[CH:20][C:19]([O:22][CH3:23])=[CH:18][CH:17]=2)[N:8]2[C:13]=1[CH:12]=[C:11]([O:14][CH2:36][C:37]1[CH:38]=[CH:39][CH:40]=[C:41]([N:43]3[C:44](=[O:53])[C:45]4[C:50](=[CH:49][CH:48]=[CH:47][CH:46]=4)[C:51]3=[O:52])[N:42]=1)[CH:10]=[CH:9]2)=[O:4], predict the reactants needed to synthesize it. The reactants are: [CH3:1][C:2]([CH3:34])([CH3:33])[C:3]([C:5]1[C:6]([CH2:25][C:26]([CH3:32])([CH3:31])[C:27]([O:29][CH3:30])=[O:28])=[C:7]([C:15](=[O:24])[C:16]2[CH:21]=[CH:20][C:19]([O:22][CH3:23])=[CH:18][CH:17]=2)[N:8]2[C:13]=1[CH:12]=[C:11]([OH:14])[CH:10]=[CH:9]2)=[O:4].Br[CH2:36][C:37]1[N:42]=[C:41]([N:43]2[C:51](=[O:52])[C:50]3[C:45](=[CH:46][CH:47]=[CH:48][CH:49]=3)[C:44]2=[O:53])[CH:40]=[CH:39][CH:38]=1.C(=O)([O-])[O-].[K+].[K+]. (2) Given the product [F:24][C:25]1[CH:33]=[C:32]2[C:28]([C:29]([C:34]3[CH:35]=[CH:36][C:37]([NH:40][CH2:48][CH2:49][S:50]([CH3:53])(=[O:52])=[O:51])=[N:38][CH:39]=3)=[CH:30][NH:31]2)=[CH:27][CH:26]=1, predict the reactants needed to synthesize it. The reactants are: FC1C=C2C(C(C3C=CC(N4CCC(N)CC4)=NC=3)=CN2)=CC=1.[F:24][C:25]1[CH:33]=[C:32]2[C:28]([C:29]([C:34]3[CH:35]=[CH:36][C:37]([N:40]([CH2:48][CH2:49][S:50]([CH3:53])(=[O:52])=[O:51])C(=O)OC(C)(C)C)=[N:38][CH:39]=3)=[CH:30][NH:31]2)=[CH:27][CH:26]=1. (3) Given the product [CH2:15]([O:14][C:13]1[C:9]([O:8][CH2:1][C:2]2[CH:7]=[CH:6][CH:5]=[CH:4][CH:3]=2)=[C:10]([C:35](=[O:36])[N:40]([CH3:41])[CH3:38])[N:11]([C:27]2[CH:32]=[CH:31][C:30]([O:33][CH3:34])=[CH:29][CH:28]=2)[C:12]=1[C:22]([O:24][CH2:25][CH3:26])=[O:23])[C:16]1[CH:17]=[CH:18][CH:19]=[CH:20][CH:21]=1, predict the reactants needed to synthesize it. The reactants are: [CH2:1]([O:8][C:9]1[C:13]([O:14][CH2:15][C:16]2[CH:21]=[CH:20][CH:19]=[CH:18][CH:17]=2)=[C:12]([C:22]([O:24][CH2:25][CH3:26])=[O:23])[N:11]([C:27]2[CH:32]=[CH:31][C:30]([O:33][CH3:34])=[CH:29][CH:28]=2)[C:10]=1[C:35]([O-])=[O:36])[C:2]1[CH:7]=[CH:6][CH:5]=[CH:4][CH:3]=1.[CH2:38]([NH+:40](CC)[CH2:41]C)C.CN(C(ON1N=NC2C=CC=NC1=2)=[N+](C)C)C.F[P-](F)(F)(F)(F)F.Cl.CNC.CCN(C(C)C)C(C)C. (4) Given the product [CH:1]1[CH:2]=[CH:3][C:4]2[O:10][CH:9]([C:11]3[NH:15][CH2:14][CH2:13][N:12]=3)[CH2:8][O:7][C:5]=2[CH:6]=1, predict the reactants needed to synthesize it. The reactants are: [CH:1]1[CH:2]=[CH:3][C:4]2[O:10][CH:9]([C:11]3[NH:15][CH2:14][CH2:13][N:12]=3)[CH2:8][O:7][C:5]=2[CH:6]=1.Cl.Cl.N1(C2OC3C=CC=CC=3OC2)CCN=C1. (5) Given the product [OH:11][C:3]1[C:4]([CH2:8][CH2:9][CH3:10])=[CH:5][C:6]([C:17]([NH:19][OH:20])=[NH:18])=[CH:7][C:2]=1[CH3:1], predict the reactants needed to synthesize it. The reactants are: [CH3:1][C:2]1[CH:7]=[CH:6][CH:5]=[C:4]([CH2:8][CH2:9][CH3:10])[C:3]=1[OH:11].C(C1C=C(C=C(C)C=1O)[C:17]([NH:19][OH:20])=[NH:18])C.